This data is from Forward reaction prediction with 1.9M reactions from USPTO patents (1976-2016). The task is: Predict the product of the given reaction. (1) Given the reactants [F:1][C:2]1[N:7]=[C:6]([N:8]2[C@@H:12]([C@@H:13](O)[CH3:14])[CH2:11][O:10][C:9]2=[O:16])[C:5]([F:17])=[CH:4][N:3]=1.[F:18]C(F)(S(F)(=O)=O)C(F)(F)C(F)(F)C(F)(F)F.F.F.F.C(N(CC)CC)C.C(N(CC)CC)C, predict the reaction product. The product is: [F:1][C:2]1[N:7]=[C:6]([N:8]2[C@@H:12]([C@H:13]([F:18])[CH3:14])[CH2:11][O:10][C:9]2=[O:16])[C:5]([F:17])=[CH:4][N:3]=1. (2) Given the reactants C(=O)([O-])[O-].[K+].[K+].Cl[C:8]1[C:9]2[CH2:23][CH2:22][CH2:21][C:10]=2[N:11]=[C:12]([C:14]2[S:15][C:16]([S:19][CH3:20])=[CH:17][CH:18]=2)[N:13]=1.[OH:24][C:25]1[CH:30]=[CH:29][C:28]([CH2:31][C:32]([O:34][CH3:35])=[O:33])=[CH:27][CH:26]=1, predict the reaction product. The product is: [CH3:20][S:19][C:16]1[S:15][C:14]([C:12]2[N:13]=[C:8]([O:24][C:25]3[CH:26]=[CH:27][C:28]([CH2:31][C:32]([O:34][CH3:35])=[O:33])=[CH:29][CH:30]=3)[C:9]3[CH2:23][CH2:22][CH2:21][C:10]=3[N:11]=2)=[CH:18][CH:17]=1. (3) Given the reactants [OH:1][C@@H:2]([C@H:4]1[C:34](=[O:35])[N:6]2[C:7]([C:21]([O:23]CC3C=CC([N+]([O-])=O)=CC=3)=[O:22])=[C:8]([C:11]3[S:15][C:14]4=[C:16]([S:19][CH3:20])[N:17]=[CH:18][N:13]4[CH:12]=3)[C@H:9]([CH3:10])[C@H:5]12)[CH3:3].[CH2:36]([N:38]([CH2:49][CH3:50])[C:39]([C:41]1[CH:48]=[CH:47][C:44]([CH2:45]Br)=[CH:43][CH:42]=1)=[O:40])[CH3:37], predict the reaction product. The product is: [CH2:49]([N:38]([CH2:36][CH3:37])[C:39]([C:41]1[CH:42]=[CH:43][C:44]([CH2:45][N:17]2[C:16]([S:19][CH3:20])=[C:14]3[S:15][C:11]([C:8]4[C@H:9]([CH3:10])[C@@H:5]5[C@@H:4]([C@H:2]([OH:1])[CH3:3])[C:34](=[O:35])[N:6]5[C:7]=4[C:21]([O-:23])=[O:22])=[CH:12][N+:13]3=[CH:18]2)=[CH:47][CH:48]=1)=[O:40])[CH3:50]. (4) Given the reactants C([O:3][C:4](=[O:32])[CH2:5][N:6]1[C:14]2[C:9](=[C:10]([O:15][CH2:16][CH2:17][CH2:18][C:19]#[C:20][C:21]3[CH:26]=[CH:25][C:24]([O:27][C:28]([F:31])([F:30])[F:29])=[CH:23][CH:22]=3)[CH:11]=[CH:12][CH:13]=2)[CH:8]=[CH:7]1)C.[Li+].[OH-], predict the reaction product. The product is: [F:30][C:28]([F:29])([F:31])[O:27][C:24]1[CH:23]=[CH:22][C:21]([C:20]#[C:19][CH2:18][CH2:17][CH2:16][O:15][C:10]2[CH:11]=[CH:12][CH:13]=[C:14]3[C:9]=2[CH:8]=[CH:7][N:6]3[CH2:5][C:4]([OH:32])=[O:3])=[CH:26][CH:25]=1. (5) Given the reactants COCCOC.[CH3:7][S:8]([O:11][C:12]1[CH:17]=[CH:16][C:15]([C:18](=[O:29])[C:19]2[CH:24]=[CH:23][C:22]([N+:25]([O-])=O)=[C:21]([CH3:28])[CH:20]=2)=[CH:14][CH:13]=1)(=[O:10])=[O:9].[F:30][C:31]([Si](C)(C)C)([F:33])[F:32].[F-].[Cs+], predict the reaction product. The product is: [CH3:7][S:8]([O:11][C:12]1[CH:17]=[CH:16][C:15]([C:18]([C:19]2[CH:24]=[CH:23][C:22]([NH2:25])=[C:21]([CH3:28])[CH:20]=2)([OH:29])[C:31]([F:33])([F:32])[F:30])=[CH:14][CH:13]=1)(=[O:10])=[O:9]. (6) The product is: [C:1]([O:5][C:6](=[O:9])[CH2:7][CH2:8][N:10]1[CH:14]=[CH:13][CH:12]=[N:11]1)([CH3:4])([CH3:3])[CH3:2]. Given the reactants [C:1]([O:5][C:6](=[O:9])[CH:7]=[CH2:8])([CH3:4])([CH3:3])[CH3:2].[NH:10]1[CH:14]=[CH:13][CH:12]=[N:11]1.N1(C2CCCCCCCCCC2)CCCN=CCCCCC1, predict the reaction product.